From a dataset of Full USPTO retrosynthesis dataset with 1.9M reactions from patents (1976-2016). Predict the reactants needed to synthesize the given product. (1) Given the product [CH3:12][C:5]1[CH:6]=[C:7]([N+:9]([O-:11])=[O:10])[CH:8]=[C:3]2[C:4]=1[NH:13][CH:2]=[CH:1]2, predict the reactants needed to synthesize it. The reactants are: [C:1]([C:3]1[CH:8]=[C:7]([N+:9]([O-:11])=[O:10])[CH:6]=[C:5]([CH3:12])[C:4]=1[NH2:13])#[CH:2].[K].CC(C)([O-])C.O.C(OCC)(=O)C. (2) The reactants are: [Cl:1][C:2]1[CH:3]=[C:4]([NH2:19])[CH:5]=[N:6][C:7]=1[O:8][C:9]1[N:10]=[CH:11][C:12]2[C:17]([CH:18]=1)=[CH:16][CH:15]=[CH:14][CH:13]=2.[Cl:20][C:21]1[CH:22]=[C:23]([S:28](Cl)(=[O:30])=[O:29])[CH:24]=[C:25]([Cl:27])[CH:26]=1. Given the product [Cl:27][C:25]1[CH:24]=[C:23]([S:28]([NH:19][C:4]2[CH:5]=[N:6][C:7]([O:8][C:9]3[N:10]=[CH:11][C:12]4[C:17]([CH:18]=3)=[CH:16][CH:15]=[CH:14][CH:13]=4)=[C:2]([Cl:1])[CH:3]=2)(=[O:29])=[O:30])[CH:22]=[C:21]([Cl:20])[CH:26]=1, predict the reactants needed to synthesize it. (3) Given the product [F:1][C:2]1[CH:7]=[N:6][CH:5]=[C:4]2[S:8][CH:9]=[CH:10][C:3]=12, predict the reactants needed to synthesize it. The reactants are: [F:1][C:2]1[CH:7]=[N:6][CH:5]=[C:4]2[S:8][C:9](C(O)=O)=[CH:10][C:3]=12. (4) Given the product [Cl:1][C:2]1[CH:7]=[C:6]([C:8]([F:11])([F:10])[F:9])[CH:5]=[CH:4][C:3]=1[N:13]1[CH2:18][CH2:17][NH:16][CH2:15][CH2:14]1, predict the reactants needed to synthesize it. The reactants are: [Cl:1][C:2]1[CH:7]=[C:6]([C:8]([F:11])([F:10])[F:9])[CH:5]=[CH:4][C:3]=1F.[NH:13]1[CH2:18][CH2:17][NH:16][CH2:15][CH2:14]1. (5) Given the product [N:18]1([CH2:23][CH2:24][NH:25][C:26]([C:28]2[CH:32]=[C:31]([CH3:33])[NH:30][C:29]=2[CH:34]=[C:10]2[C:9]3[C:13](=[CH:14][CH:15]=[CH:16][C:8]=3[C:5]3[CH:4]=[CH:3][C:2]([Br:1])=[CH:7][CH:6]=3)[NH:12][C:11]2=[O:17])=[O:27])[CH2:22][CH2:21][CH2:20][CH2:19]1, predict the reactants needed to synthesize it. The reactants are: [Br:1][C:2]1[CH:7]=[CH:6][C:5]([C:8]2[CH:16]=[CH:15][CH:14]=[C:13]3[C:9]=2[CH2:10][C:11](=[O:17])[NH:12]3)=[CH:4][CH:3]=1.[N:18]1([CH2:23][CH2:24][NH:25][C:26]([C:28]2[CH:32]=[C:31]([CH3:33])[NH:30][C:29]=2[CH:34]=O)=[O:27])[CH2:22][CH2:21][CH2:20][CH2:19]1. (6) Given the product [C:32]([C:10]1[C:11]2[C:16](=[CH:15][CH:14]=[C:13]([O:19][C:20]3[CH:21]=[CH:22][C:23]4[O:27][C:26]([N:28]([CH3:30])[CH3:29])=[N:25][C:24]=4[CH:31]=3)[CH:12]=2)[C:17]([OH:18])=[C:8]([C:6]([NH:34][CH2:35][C:36]([OH:38])=[O:37])=[O:7])[N:9]=1)#[N:33], predict the reactants needed to synthesize it. The reactants are: C(O[C:6]([C:8]1[N:9]=[C:10]([C:32]#[N:33])[C:11]2[C:16]([C:17]=1[OH:18])=[CH:15][CH:14]=[C:13]([O:19][C:20]1[CH:21]=[CH:22][C:23]3[O:27][C:26]([N:28]([CH3:30])[CH3:29])=[N:25][C:24]=3[CH:31]=1)[CH:12]=2)=[O:7])CCC.[NH2:34][CH2:35][C:36]([OH:38])=[O:37].C[O-].[Na+].CO. (7) Given the product [NH2:7][CH2:6][C:5]1[C:4]([F:32])=[CH:3][C:2]([Cl:1])=[C:15]([C:16]2[NH:20][C:19](=[O:21])[N:18]([C:22]3[CH:23]=[CH:24][C:25]([C:28]([F:30])([F:31])[F:29])=[CH:26][CH:27]=3)[N:17]=2)[CH:14]=1, predict the reactants needed to synthesize it. The reactants are: [Cl:1][C:2]1[C:15]([C:16]2[NH:20][C:19](=[O:21])[N:18]([C:22]3[CH:27]=[CH:26][C:25]([C:28]([F:31])([F:30])[F:29])=[CH:24][CH:23]=3)[N:17]=2)=[CH:14][C:5]([CH2:6][NH:7]C(=O)C(F)(F)F)=[C:4]([F:32])[CH:3]=1.[OH-].[K+].O.